Dataset: Forward reaction prediction with 1.9M reactions from USPTO patents (1976-2016). Task: Predict the product of the given reaction. (1) Given the reactants [C:1]([C:7]([O:9][CH3:10])=[O:8])#[C:2][C:3]([O:5][CH3:6])=[O:4].[O:11]1[C:15]2[CH:16]=[CH:17][C:18]([CH:20]3[CH2:22][NH:21]3)=[CH:19][C:14]=2[O:13][CH2:12]1, predict the reaction product. The product is: [CH3:6][O:5][C:3](=[O:4])[C:2]([N:21]1[CH2:22][CH:20]1[C:18]1[CH:17]=[CH:16][C:15]2[O:11][CH2:12][O:13][C:14]=2[CH:19]=1)=[CH:1][C:7]([O:9][CH3:10])=[O:8]. (2) Given the reactants Br[C:2]1[CH:3]=[C:4]([CH3:13])[C:5](=[O:12])[N:6]([CH:8]2[CH2:11][CH2:10][CH2:9]2)[CH:7]=1.[F:14][C:15]1[CH:41]=[C:40]([F:42])[CH:39]=[CH:38][C:16]=1[O:17][C:18]1[CH:23]=[CH:22][C:21]([NH:24][S:25]([CH3:28])(=[O:27])=[O:26])=[CH:20][C:19]=1B1OC(C)(C)C(C)(C)O1.C([O-])([O-])=O.[K+].[K+], predict the reaction product. The product is: [CH:8]1([N:6]2[C:5](=[O:12])[C:4]([CH3:13])=[CH:3][C:2]([C:23]3[CH:22]=[C:21]([NH:24][S:25]([CH3:28])(=[O:26])=[O:27])[CH:20]=[CH:19][C:18]=3[O:17][C:16]3[CH:38]=[CH:39][C:40]([F:42])=[CH:41][C:15]=3[F:14])=[CH:7]2)[CH2:11][CH2:10][CH2:9]1. (3) The product is: [C:13]1([CH:5]([C:6]([O:8][C:9]([CH3:12])([CH3:11])[CH3:10])=[O:7])[C@H:4]([NH2:19])[CH:3]=[O:20])[CH:14]=[CH:15][CH:16]=[CH:17][CH:18]=1. Given the reactants CN(OC)[C:3](=[O:20])[C@@H:4]([NH2:19])[CH:5]([C:13]1[CH:18]=[CH:17][CH:16]=[CH:15][CH:14]=1)[C:6]([O:8][C:9]([CH3:12])([CH3:11])[CH3:10])=[O:7].[H-].COCCO[Al+]OCCOC.[Na+].[H-], predict the reaction product. (4) Given the reactants Br[C:2]1[CH:9]=[CH:8][C:5]([C:6]#[N:7])=[CH:4][CH:3]=1.[F:10][C:11]([F:19])([F:18])[C:12]([F:17])([F:16])C([O-])=O.[Na+], predict the reaction product. The product is: [F:16][C:12]([F:17])([C:2]1[CH:9]=[CH:8][C:5]([C:6]#[N:7])=[CH:4][CH:3]=1)[C:11]([F:19])([F:18])[F:10]. (5) Given the reactants [NH2:1][CH2:2][C@@H:3]([C:5]1[CH:6]=[CH:7][C:8]([OH:16])=[C:9]([NH:11][S:12]([CH3:15])(=[O:14])=[O:13])[CH:10]=1)[OH:4].[CH2:17]([NH:21][S:22]([C:25]1[CH:30]=[CH:29][C:28]([N:31]2[CH2:36][CH2:35][C:34](=O)[CH2:33][CH2:32]2)=[CH:27][CH:26]=1)(=[O:24])=[O:23])[CH2:18][CH2:19][CH3:20], predict the reaction product. The product is: [CH2:17]([NH:21][S:22]([C:25]1[CH:30]=[CH:29][C:28]([N:31]2[CH2:36][CH2:35][CH:34]([NH:1][CH2:2][C@H:3]([OH:4])[C:5]3[CH:6]=[CH:7][C:8]([OH:16])=[C:9]([NH:11][S:12]([CH3:15])(=[O:14])=[O:13])[CH:10]=3)[CH2:33][CH2:32]2)=[CH:27][CH:26]=1)(=[O:23])=[O:24])[CH2:18][CH2:19][CH3:20]. (6) The product is: [CH2:27]([C:26]1[N:6]([C:7]2[CH:8]=[CH:9][C:10]([F:13])=[CH:11][CH:12]=2)[C:4](=[O:5])[C:3]([C:1]#[N:2])=[CH:24][CH:25]=1)[CH3:28]. Given the reactants [C:1]([CH2:3][C:4]([NH:6][C:7]1[CH:12]=[CH:11][C:10]([F:13])=[CH:9][CH:8]=1)=[O:5])#[N:2].N12CCN(CC1)CC2.CO/[CH:24]=[CH:25]/[C:26](=O)[CH2:27][CH3:28], predict the reaction product.